Predict the reaction yield, written as a fraction of the theoretical maximum amount of product (1.0 means a 100% yield; for example, 0.34 means a 34% yield). From a dataset of Reaction yield outcomes from USPTO patents with 853,638 reactions. (1) The reactants are P(Cl)(Cl)([Cl:3])=O.[C:6]([NH:9][C:10]1[NH:11][C:12](=O)[C:13]2[S:18][C:17](=[O:19])[N:16]([C@@H:20]3[O:32][C@H:31]([CH2:33][O:34][C:35](=[O:37])[CH3:36])[C@@H:26]([O:27][C:28](=[O:30])[CH3:29])[C@H:21]3[O:22][C:23](=[O:25])[CH3:24])[C:14]=2[N:15]=1)(=[O:8])[CH3:7].C(N(CC)CC)C.C([O-])(O)=O.[Na+]. The catalyst is C(Cl)(Cl)Cl. The product is [C:6]([NH:9][C:10]1[N:11]=[C:12]([Cl:3])[C:13]2[S:18][C:17](=[O:19])[N:16]([C@@H:20]3[O:32][C@H:31]([CH2:33][O:34][C:35](=[O:37])[CH3:36])[C@@H:26]([O:27][C:28](=[O:30])[CH3:29])[C@H:21]3[O:22][C:23](=[O:25])[CH3:24])[C:14]=2[N:15]=1)(=[O:8])[CH3:7]. The yield is 0.900. (2) The yield is 0.584. The product is [C:1]([N:5]1[C:9]([O:10][CH2:36][CH:35]([F:38])[F:34])=[CH:8][C:7]([C:11]([F:13])([F:14])[F:12])=[N:6]1)([CH3:4])([CH3:2])[CH3:3]. The reactants are [C:1]([N:5]1[C:9]([OH:10])=[CH:8][C:7]([C:11]([F:14])([F:13])[F:12])=[N:6]1)([CH3:4])([CH3:3])[CH3:2].C1(P(C2C=CC=CC=2)C2C=CC=CC=2)C=CC=CC=1.[F:34][CH:35]([F:38])[CH2:36]O.N(C(OC(C)C)=O)=NC(OC(C)C)=O. The catalyst is O1CCCC1.O.